The task is: Predict the product of the given reaction.. This data is from Forward reaction prediction with 1.9M reactions from USPTO patents (1976-2016). The product is: [CH2:51]([O:53][C:54](=[O:58])[C@@H:55]([NH:56][P:1]([O:2][CH2:3][CH:28]1[C:27]2[CH:26]=[CH:25][CH:24]=[CH:23][C:22]=2[C:21]2[C:29]1=[CH:17][CH:18]=[CH:19][CH:20]=2)([O:40][CH2:39][C@H:36]1[O:35][C@@H:34]([N:41]2[CH:48]=[CH:47][C:45]([NH2:46])=[N:44][C:42]2=[O:43])[C@:33]([CH3:32])([OH:49])[C@@H:37]1[OH:38])=[O:9])[CH3:57])[CH3:52]. Given the reactants [P:1]([O-])([O:9]C1C=CC=CC=1)[O:2][C:3]1C=CC=CC=1.[C:17]1(CO)[C:29]2[CH2:28][C:27]3[C:22](=[CH:23][CH:24]=[CH:25][CH:26]=3)[C:21]=2[CH:20]=[CH:19][CH:18]=1.[CH3:32][C@@:33]1([OH:49])[C@H:37]([OH:38])[C@@H:36]([CH2:39][OH:40])[O:35][C@H:34]1[N:41]1[CH:48]=[CH:47][C:45]([NH2:46])=[N:44][C:42]1=[O:43].Cl.[CH2:51]([O:53][C:54](=[O:58])[C@H:55]([CH3:57])[NH2:56])[CH3:52].CCN(CC)CC, predict the reaction product.